This data is from Full USPTO retrosynthesis dataset with 1.9M reactions from patents (1976-2016). The task is: Predict the reactants needed to synthesize the given product. (1) The reactants are: [CH3:1][C:2]1[CH:3]=[C:4]([CH:19]=[CH:20][C:21]=1[CH3:22])[C:5]([C:7]1[C:16](=[O:17])[C:15]2[C:10](=[N:11][C:12]([CH3:18])=[CH:13][CH:14]=2)[NH:9][CH:8]=1)=[O:6].[H-].[Na+].[Br:25][C:26]1[CH:31]=[CH:30][CH:29]=[C:28]([CH2:32]Br)[N:27]=1. Given the product [Br:25][C:26]1[N:27]=[C:28]([CH2:32][N:9]2[C:10]3[C:15](=[CH:14][CH:13]=[C:12]([CH3:18])[N:11]=3)[C:16](=[O:17])[C:7]([C:5](=[O:6])[C:4]3[CH:19]=[CH:20][C:21]([CH3:22])=[C:2]([CH3:1])[CH:3]=3)=[CH:8]2)[CH:29]=[CH:30][CH:31]=1, predict the reactants needed to synthesize it. (2) Given the product [OH:6][CH2:7][CH2:8][N:9]1[CH2:14][CH2:13][CH:12]([N:15]2[C:19]([C:20]3[S:21][C:22]4[CH2:23][CH2:24][O:25][C:26]5[CH:33]=[C:32]([C:34]6[CH:35]=[N:36][N:37]([CH2:39][C:40]([CH3:43])([OH:42])[CH3:41])[CH:38]=6)[CH:31]=[CH:30][C:27]=5[C:28]=4[N:29]=3)=[N:18][CH:17]=[N:16]2)[CH2:11][CH2:10]1, predict the reactants needed to synthesize it. The reactants are: C([Si](C)(C)[O:6][CH2:7][CH2:8][N:9]1[CH2:14][CH2:13][CH:12]([N:15]2[C:19]([C:20]3[S:21][C:22]4[CH2:23][CH2:24][O:25][C:26]5[CH:33]=[C:32]([C:34]6[CH:35]=[N:36][N:37]([CH2:39][C:40]([CH3:43])([OH:42])[CH3:41])[CH:38]=6)[CH:31]=[CH:30][C:27]=5[C:28]=4[N:29]=3)=[N:18][CH:17]=[N:16]2)[CH2:11][CH2:10]1)(C)(C)C.CO.Cl.